This data is from Catalyst prediction with 721,799 reactions and 888 catalyst types from USPTO. The task is: Predict which catalyst facilitates the given reaction. (1) Reactant: [OH:1][C:2]1[CH:12]=[CH:11][C:5]2[O:6][CH:7]=[C:8]([O:9][CH3:10])[C:4]=2[CH:3]=1.[H-].[Na+].[C:15]([O:18][CH2:19][CH2:20]Br)(=[O:17])[CH3:16]. Product: [CH3:10][O:9][C:8]1[C:4]2[CH:3]=[C:2]([O:1][CH2:20][CH2:19][O:18][C:15](=[O:17])[CH3:16])[CH:12]=[CH:11][C:5]=2[O:6][CH:7]=1. The catalyst class is: 3. (2) Reactant: [Br:1][C:2]1[S:6][C:5]([Cl:7])=[C:4]([CH2:8][C:9]2[CH:14]=[CH:13][C:12]([O:15]C)=[CH:11][CH:10]=2)[CH:3]=1.B(Br)(Br)Br.Cl.O. Product: [Br:1][C:2]1[S:6][C:5]([Cl:7])=[C:4]([CH2:8][C:9]2[CH:14]=[CH:13][C:12]([OH:15])=[CH:11][CH:10]=2)[CH:3]=1. The catalyst class is: 2. (3) Reactant: [OH:1][C:2]1[CH:7]=[C:6]([CH3:8])O[C:4](=[O:9])[CH:3]=1.[CH2:10]([NH2:17])[C:11]1[CH:16]=[CH:15][CH:14]=[CH:13][CH:12]=1. Product: [CH2:10]([N:17]1[C:6]([CH3:8])=[CH:7][C:2]([OH:1])=[CH:3][C:4]1=[O:9])[C:11]1[CH:16]=[CH:15][CH:14]=[CH:13][CH:12]=1. The catalyst class is: 6. (4) Reactant: [C:1](O[BH3-])(=[O:3])C.[Na+].[Si:7]([O:14][CH2:15][CH:16]=O)([C:10]([CH3:13])([CH3:12])[CH3:11])([CH3:9])[CH3:8].[F:18][C:19]1[C:24]([F:25])=[CH:23][CH:22]=[CH:21][C:20]=1[NH:26][C:27](=[O:53])[CH2:28][C:29]1[NH:33][N:32]=[C:31]([NH:34][C:35]2[C:44]3[C:39](=[CH:40][C:41]([O:45][CH2:46][CH:47]4[CH2:52][CH2:51][NH:50][CH2:49][CH2:48]4)=[CH:42][CH:43]=3)[N:38]=[CH:37][N:36]=2)[CH:30]=1.C(O)(=O)C. Product: [NH3:26].[CH3:1][OH:3].[Si:7]([O:14][CH2:15][CH2:16][N:50]1[CH2:49][CH2:48][CH:47]([CH2:46][O:45][C:41]2[CH:40]=[C:39]3[C:44]([C:35]([NH:34][C:31]4[CH:30]=[C:29]([CH2:28][C:27]([NH:26][C:20]5[CH:21]=[CH:22][CH:23]=[C:24]([F:25])[C:19]=5[F:18])=[O:53])[NH:33][N:32]=4)=[N:36][CH:37]=[N:38]3)=[CH:43][CH:42]=2)[CH2:52][CH2:51]1)([C:10]([CH3:11])([CH3:12])[CH3:13])([CH3:8])[CH3:9]. The catalyst class is: 111. (5) Reactant: [OH-].[Na+].O.[CH:4]1([CH2:7][O:8][C:9]2[CH:10]=[CH:11][C:12]([N+:19]([O-:21])=[O:20])=[C:13]([CH:18]=2)[C:14]([O:16]C)=[O:15])[CH2:6][CH2:5]1.Cl. Product: [CH:4]1([CH2:7][O:8][C:9]2[CH:10]=[CH:11][C:12]([N+:19]([O-:21])=[O:20])=[C:13]([CH:18]=2)[C:14]([OH:16])=[O:15])[CH2:6][CH2:5]1. The catalyst class is: 92. (6) Reactant: [CH3:1][O:2][CH2:3][CH2:4][O:5][CH2:6][CH2:7][N:8]1[C:20]2[CH:19]=[CH:18][C:17](/[CH:21]=[CH:22]/[C:23]3[C:24]4[C:29]([N:30]=[C:31]5[C:36]=3[CH:35]=[CH:34][CH:33]=[CH:32]5)=[CH:28][CH:27]=[CH:26][CH:25]=4)=[CH:16][C:15]=2[C:14]2[C:9]1=[CH:10][CH:11]=[CH:12][CH:13]=2.[I:37][CH2:38][CH2:39][OH:40]. Product: [I-:37].[OH:40][CH2:39][CH2:38][N+:30]1[C:31]2[C:36](=[CH:35][CH:34]=[CH:33][CH:32]=2)[C:23](/[CH:22]=[CH:21]/[C:17]2[CH:18]=[CH:19][C:20]3[N:8]([CH2:7][CH2:6][O:5][CH2:4][CH2:3][O:2][CH3:1])[C:9]4[C:14]([C:15]=3[CH:16]=2)=[CH:13][CH:12]=[CH:11][CH:10]=4)=[C:24]2[C:29]=1[CH:28]=[CH:27][CH:26]=[CH:25]2. The catalyst class is: 10. (7) Reactant: [N+:1]([C:4]1[CH:16]=[CH:15][C:7]([CH:8]=[N:9][CH2:10][Si](C)(C)C)=[CH:6][CH:5]=1)([O-:3])=[O:2].[C:17](Cl)(=[O:24])[C:18]1[CH:23]=[CH:22][CH:21]=[CH:20][CH:19]=1.[C:26]([O:30][CH3:31])(=[O:29])[CH:27]=[CH2:28]. Product: [CH3:31][O:30][C:26]([CH:27]1[CH2:28][CH2:10][N:9]([C:17](=[O:24])[C:18]2[CH:23]=[CH:22][CH:21]=[CH:20][CH:19]=2)[CH:8]1[C:7]1[CH:15]=[CH:16][C:4]([N+:1]([O-:3])=[O:2])=[CH:5][CH:6]=1)=[O:29]. The catalyst class is: 7. (8) Reactant: [O:1]([C@H:19]1[C@@H:26]2[N:22](/[C:23](=[N:27]/[C:28]3[CH:35]=[CH:34][C:31]([C:32]#[N:33])=[C:30]([Cl:36])[C:29]=3[CH3:37])/[O:24][CH2:25]2)[CH2:21][CH2:20]1)[Si](C(C)(C)C)(C1C=CC=CC=1)C1C=CC=CC=1.N1C=CC=CC=1.C([O-])(O)=O.[Na+]. Product: [OH:1][C@H:19]1[C@@H:26]2[N:22](/[C:23](=[N:27]/[C:28]3[CH:35]=[CH:34][C:31]([C:32]#[N:33])=[C:30]([Cl:36])[C:29]=3[CH3:37])/[O:24][CH2:25]2)[CH2:21][CH2:20]1. The catalyst class is: 1. (9) Reactant: [CH:1]1([C:4]2[CH:8]=[C:7]([CH:9]3[CH2:11][CH2:10]3)[N:6]([C:12]3[CH:17]=[CH:16][C:15]([NH:18][C:19](=[O:26])[C:20]4[CH:25]=[CH:24][CH:23]=[N:22][CH:21]=4)=[CH:14][C:13]=3[F:27])[N:5]=2)[CH2:3][CH2:2]1.C(O)(=O)C1C=CC=NC=1.[ClH:37]. Product: [ClH:37].[CH:1]1([C:4]2[CH:8]=[C:7]([CH:9]3[CH2:11][CH2:10]3)[N:6]([C:12]3[CH:17]=[CH:16][C:15]([NH:18][C:19](=[O:26])[C:20]4[CH:25]=[CH:24][CH:23]=[N:22][CH:21]=4)=[CH:14][C:13]=3[F:27])[N:5]=2)[CH2:2][CH2:3]1. The catalyst class is: 165. (10) Reactant: [F:1][C:2]1[C:3]([O:16][CH3:17])=[N:4][C:5]2[C:10]([CH:11]=1)=[N:9][CH:8]=[C:7]([F:12])[C:6]=2[C:13]([CH3:15])=[CH2:14].O.O.O.O.O.O.O.[Cl-:25].[Ce+3].[Cl-].[Cl-].Cl[O-].[Na+].S([O-])([O-])=O.[Na+].[Na+]. Product: [Cl:25][CH2:14][C:13]([C:6]1[C:7]([F:12])=[CH:8][N:9]=[C:10]2[C:5]=1[N:4]=[C:3]([O:16][CH3:17])[C:2]([F:1])=[CH:11]2)=[CH2:15]. The catalyst class is: 107.